This data is from Forward reaction prediction with 1.9M reactions from USPTO patents (1976-2016). The task is: Predict the product of the given reaction. (1) Given the reactants [CH3:1][O:2][C:3]1[CH:4]=[C:5]([C:11]2[CH:12]=[C:13]3[C:18](=[CH:19][CH:20]=2)[N:17]=[CH:16][N:15]=[C:14]3[C:21]2[CH:22]=[N:23][C:24]([N:27]3[CH2:32][CH2:31][NH:30][CH2:29][CH2:28]3)=[CH:25][CH:26]=2)[CH:6]=[CH:7][C:8]=1[O:9][CH3:10].[C:33](Cl)(=[O:35])[CH3:34], predict the reaction product. The product is: [CH3:1][O:2][C:3]1[CH:4]=[C:5]([C:11]2[CH:12]=[C:13]3[C:18](=[CH:19][CH:20]=2)[N:17]=[CH:16][N:15]=[C:14]3[C:21]2[CH:26]=[CH:25][C:24]([N:27]3[CH2:28][CH2:29][N:30]([C:33](=[O:35])[CH3:34])[CH2:31][CH2:32]3)=[N:23][CH:22]=2)[CH:6]=[CH:7][C:8]=1[O:9][CH3:10]. (2) Given the reactants S(=O)(=O)(O)O.[Br:6][C:7]1[CH:11]=[C:10]([Br:12])[S:9][C:8]=1[C:13]([O:15][CH2:16][CH3:17])=[O:14].[N+:18]([O-])([OH:20])=[O:19], predict the reaction product. The product is: [Br:6][C:7]1[C:11]([N+:18]([O-:20])=[O:19])=[C:10]([Br:12])[S:9][C:8]=1[C:13]([O:15][CH2:16][CH3:17])=[O:14]. (3) Given the reactants [CH3:1]C1C=CC(S(OCC2CC3C=C(F)C=C(C4C=CC=CC=4F)C=3O2)(=O)=O)=CC=1.[N-]=[N+]=[N-].[Na+].[N:34]([CH2:37][CH:38]1[CH2:42][C:41]2[CH:43]=[C:44]([F:54])[CH:45]=[C:46]([C:47]3[CH:52]=[CH:51][CH:50]=[CH:49][C:48]=3F)[C:40]=2[O:39]1)=[N+]=[N-].[N-]=[N+]=[N-], predict the reaction product. The product is: [F:54][C:44]1[CH:45]=[C:46]([C:47]2[CH:52]=[CH:51][CH:50]=[CH:49][C:48]=2[CH3:1])[C:40]2[O:39][CH:38]([CH2:37][NH2:34])[CH2:42][C:41]=2[CH:43]=1.